From a dataset of Full USPTO retrosynthesis dataset with 1.9M reactions from patents (1976-2016). Predict the reactants needed to synthesize the given product. (1) The reactants are: [NH2:1][NH2:2].[O:3]=[C:4]1[C:8]([CH2:9][C:10]([OH:12])=[O:11])=[CH:7][C:6](=O)[O:5]1. Given the product [OH:5][C:6]1[CH:7]=[C:8]([CH2:9][C:10]([OH:12])=[O:11])[C:4](=[O:3])[NH:1][N:2]=1, predict the reactants needed to synthesize it. (2) Given the product [OH:12][C:11]1[C:10]2[C:9]3[C:4](=[CH:5][C:6]([C:16]([O:18][CH3:19])=[O:17])=[CH:7][CH:8]=3)[NH:3][C:2]=2[N:1]=[CH:24][N:26]=1, predict the reactants needed to synthesize it. The reactants are: [NH2:1][C:2]1[NH:3][C:4]2[C:9]([C:10]=1[C:11](OCC)=[O:12])=[CH:8][CH:7]=[C:6]([C:16]([O:18][CH3:19])=[O:17])[CH:5]=2.C([O-])=O.[NH4+].[CH:24]([NH2:26])=O. (3) Given the product [Br:10][C:11]1[CH:16]=[CH:15][C:14]([CH2:17][CH:18]([C:20]2[N:21]([S:31]([N:34]([CH3:36])[CH3:35])(=[O:33])=[O:32])[CH:22]=[C:23]([CH2:25][C:26]([CH3:30])([CH3:29])[CH2:27][CH3:28])[N:24]=2)[F:7])=[CH:13][CH:12]=1, predict the reactants needed to synthesize it. The reactants are: C(N(S(F)(F)[F:7])CC)C.[Br:10][C:11]1[CH:16]=[CH:15][C:14]([CH2:17][CH:18]([C:20]2[N:21]([S:31]([N:34]([CH3:36])[CH3:35])(=[O:33])=[O:32])[CH:22]=[C:23]([CH2:25][C:26]([CH3:30])([CH3:29])[CH2:27][CH3:28])[N:24]=2)O)=[CH:13][CH:12]=1.